This data is from Catalyst prediction with 721,799 reactions and 888 catalyst types from USPTO. The task is: Predict which catalyst facilitates the given reaction. Reactant: [H-].[H-].[H-].[H-].[Li+].[Al+3].[N+:7]([CH2:10][CH2:11][CH3:12])([O-:9])=[O:8].[CH:13](=[O:20])[C:14]1[CH:19]=[CH:18][CH:17]=[N:16][CH:15]=1. Product: [N+:7]([CH:10]([CH2:11][CH3:12])[CH:13]([C:14]1[CH:15]=[N:16][CH:17]=[CH:18][CH:19]=1)[OH:20])([O-:9])=[O:8]. The catalyst class is: 1.